From a dataset of Reaction yield outcomes from USPTO patents with 853,638 reactions. Predict the reaction yield, written as a fraction of the theoretical maximum amount of product (1.0 means a 100% yield; for example, 0.34 means a 34% yield). (1) The reactants are [Cl-].[Ca+2].[Cl-].[O:4]1[CH:6]([CH2:7][CH2:8][CH2:9][CH2:10][CH2:11][CH2:12][CH2:13][CH2:14][CH2:15][CH3:16])[CH2:5]1.S(=O)(=O)(O)O.[CH2:22]([OH:27])[CH2:23][CH2:24][CH2:25][OH:26].[C:28](=O)([O-])[OH:29].[Na+]. The catalyst is O. The product is [OH:26][CH2:25][CH2:16][CH2:15][CH2:14][CH2:13][CH2:12][CH2:11][CH2:10][CH2:9][CH2:8][CH2:7][CH2:6][O:4][CH2:5][CH2:28][OH:29].[CH2:22]([OH:27])[CH2:23][CH2:24][CH2:25][OH:26]. The yield is 0.941. (2) The reactants are Cl.[CH3:2][C:3]1([CH3:19])[C:11]2[C:6](=[N:7][CH:8]=[CH:9][N:10]=2)[N:5]([CH:12]2[CH2:17][CH2:16][NH:15][CH2:14][CH2:13]2)[C:4]1=[O:18].Cl[C:21]1[S:22][C:23]2[CH:29]=[C:28]([C:30]([F:33])([F:32])[F:31])[CH:27]=[CH:26][C:24]=2[N:25]=1.C(=O)([O-])[O-].[K+].[K+].O. The catalyst is CS(C)=O. The product is [CH3:2][C:3]1([CH3:19])[C:11]2[C:6](=[N:7][CH:8]=[CH:9][N:10]=2)[N:5]([CH:12]2[CH2:17][CH2:16][N:15]([C:21]3[S:22][C:23]4[CH:29]=[C:28]([C:30]([F:33])([F:32])[F:31])[CH:27]=[CH:26][C:24]=4[N:25]=3)[CH2:14][CH2:13]2)[C:4]1=[O:18]. The yield is 0.670. (3) The reactants are C([Li])CCC.[Cl:6][C:7]1[CH:12]=[CH:11][C:10]([O:13][CH2:14][CH3:15])=[CH:9][C:8]=1I.[B:17](OC(C)C)([O:22]C(C)C)[O:18]C(C)C. The catalyst is CCCCCC.C1COCC1.CCOC(C)=O.Cl. The product is [Cl:6][C:7]1[CH:12]=[CH:11][C:10]([O:13][CH2:14][CH3:15])=[CH:9][C:8]=1[B:17]([OH:22])[OH:18]. The yield is 0.590. (4) The reactants are [NH2:1][C:2]1[CH:19]=[CH:18][C:5]([O:6][C:7]2[C:12]3[N:13]=[CH:14][C:15](=[O:17])[NH:16][C:11]=3[N:10]=[CH:9][CH:8]=2)=[CH:4][C:3]=1[S:20][CH3:21].[C:22]([C:26]1[CH:30]=[C:29]([N:31]=[C:32]=[O:33])[N:28]([C:34]2[CH:39]=[CH:38][CH:37]=[CH:36][CH:35]=2)[N:27]=1)([CH3:25])([CH3:24])[CH3:23]. No catalyst specified. The product is [C:22]([C:26]1[CH:30]=[C:29]([NH:31][C:32]([NH:1][C:2]2[CH:19]=[CH:18][C:5]([O:6][C:7]3[C:12]4[N:13]=[CH:14][C:15](=[O:17])[NH:16][C:11]=4[N:10]=[CH:9][CH:8]=3)=[CH:4][C:3]=2[S:20][CH3:21])=[O:33])[N:28]([C:34]2[CH:39]=[CH:38][CH:37]=[CH:36][CH:35]=2)[N:27]=1)([CH3:25])([CH3:23])[CH3:24]. The yield is 0.970. (5) The reactants are [Cl:1][C:2]1[N:7]=[CH:6][N:5]=[C:4]([NH2:8])[CH:3]=1.Br[CH2:10][C:11]([C:13]1[CH:18]=[CH:17][CH:16]=[C:15]([N+:19]([O-:21])=[O:20])[CH:14]=1)=O.O. The catalyst is CS(C)=O. The product is [Cl:1][C:2]1[N:7]=[CH:6][N:5]2[CH:10]=[C:11]([C:13]3[CH:18]=[CH:17][CH:16]=[C:15]([N+:19]([O-:21])=[O:20])[CH:14]=3)[N:8]=[C:4]2[CH:3]=1. The yield is 0.560. (6) The reactants are [H-].[Na+].[NH2:3][C:4]1[N:12]=[CH:11][CH:10]=[CH:9][C:5]=1[C:6]([OH:8])=[O:7].I[CH2:14][CH3:15]. The catalyst is CN(C=O)C. The product is [CH2:14]([O:7][C:6](=[O:8])[C:5]1[CH:9]=[CH:10][CH:11]=[N:12][C:4]=1[NH2:3])[CH3:15]. The yield is 0.720. (7) The reactants are C(OC([NH:8][C:9]1[CH:10]=[C:11]([S:17]([NH2:20])(=[O:19])=[O:18])[CH:12]=[CH:13][C:14]=1[O:15][CH3:16])=O)(C)(C)C.[Cl:21][C:22]1[CH:23]=[C:24]([NH:38][C:39](OC2C=CC=CC=2)=[O:40])[C:25](=[CH:36][CH:37]=1)[C:26](OCC1C=CC=CC=1)=[O:27]. No catalyst specified. The product is [NH2:8][C:9]1[CH:10]=[C:11]([S:17]([N:20]2[C:26](=[O:27])[C:25]3[C:24](=[CH:23][C:22]([Cl:21])=[CH:37][CH:36]=3)[NH:38][C:39]2=[O:40])(=[O:18])=[O:19])[CH:12]=[CH:13][C:14]=1[O:15][CH3:16]. The yield is 0.160. (8) The reactants are O1CCCOB1[C:7]1[CH:14]=[CH:13][CH:12]=[CH:11][C:8]=1[C:9]#[N:10].Br[C:16]1[CH:22]=[C:21]([CH2:23][CH2:24][CH2:25][CH3:26])[CH:20]=[CH:19][C:17]=1[NH2:18].C(=O)([O-])[O-].[K+].[K+].C(O)C. The catalyst is C1(C)C=CC=CC=1.C1C=CC([P]([Pd]([P](C2C=CC=CC=2)(C2C=CC=CC=2)C2C=CC=CC=2)([P](C2C=CC=CC=2)(C2C=CC=CC=2)C2C=CC=CC=2)[P](C2C=CC=CC=2)(C2C=CC=CC=2)C2C=CC=CC=2)(C2C=CC=CC=2)C2C=CC=CC=2)=CC=1. The product is [CH2:23]([C:21]1[CH:22]=[CH:16][C:17]2[C:19](=[C:7]3[C:8](=[C:9]([NH2:10])[N:18]=2)[CH:11]=[CH:12][CH:13]=[CH:14]3)[CH:20]=1)[CH2:24][CH2:25][CH3:26]. The yield is 0.659.